This data is from Full USPTO retrosynthesis dataset with 1.9M reactions from patents (1976-2016). The task is: Predict the reactants needed to synthesize the given product. The reactants are: [CH2:1]([O:3][C:4](=[O:42])[CH2:5][C:6]1[CH:11]=[CH:10][CH:9]=[C:8]([O:12][CH2:13]/[CH:14]=[CH:15]/[C:16]#[C:17][C:18]2[CH:23]=[CH:22][C:21]([C:24]#[C:25]/[CH:26]=[CH:27]/[CH2:28][O:29][C:30]3[CH:35]=[CH:34][CH:33]=[C:32]([CH2:36][C:37]([O:39]CC)=[O:38])[CH:31]=3)=[CH:20][CH:19]=2)[CH:7]=1)[CH3:2].[OH-].[Na+].Cl.C(OCC)(=O)C. Given the product [CH2:1]([O:3][C:4]([CH2:5][C:6]1[CH:7]=[C:8]([CH:9]=[CH:10][CH:11]=1)[O:12][CH2:13]/[CH:14]=[CH:15]/[C:16]#[C:17][C:18]1[CH:23]=[CH:22][C:21]([C:24]#[C:25]/[CH:26]=[CH:27]/[CH2:28][O:29][C:30]2[CH:31]=[C:32]([CH2:36][C:37]([OH:39])=[O:38])[CH:33]=[CH:34][CH:35]=2)=[CH:20][CH:19]=1)=[O:42])[CH3:2], predict the reactants needed to synthesize it.